The task is: Predict the product of the given reaction.. This data is from Forward reaction prediction with 1.9M reactions from USPTO patents (1976-2016). (1) Given the reactants [Sm].ICCI.CN(C)P(N(C)C)(N(C)C)=O.[CH3:17][C:18]([Si:21]([CH3:46])([CH3:45])[O:22][C@@H:23]1[CH2:39][C:38]2[C@@:26]([CH3:44])([C@@H:27]3[C@@H:35]([CH2:36][CH:37]=2)[C@H:34]2[C@@:30]([CH3:43])([C@@H:31]([C:40](=[O:42])[CH3:41])[CH2:32][CH2:33]2)[CH2:29][CH2:28]3)[CH2:25][CH2:24]1)([CH3:20])[CH3:19].Br[CH2:48][CH2:49][CH2:50][CH2:51][CH:52]([CH3:54])[CH3:53], predict the reaction product. The product is: [CH3:20][C:18]([Si:21]([CH3:46])([CH3:45])[O:22][C@@H:23]1[CH2:39][C:38]2[C@@:26]([CH3:44])([C@@H:27]3[C@@H:35]([CH2:36][CH:37]=2)[C@H:34]2[C@@:30]([CH3:43])([C@@H:31]([C@@:40]([OH:42])([CH2:48][CH2:49][CH2:50][CH2:51][CH:52]([CH3:54])[CH3:53])[CH3:41])[CH2:32][CH2:33]2)[CH2:29][CH2:28]3)[CH2:25][CH2:24]1)([CH3:17])[CH3:19]. (2) Given the reactants [F:1][C:2]([F:8])([F:7])[CH2:3][C:4](=[S:6])[NH2:5].Br[CH2:10][C:11](=O)[C:12]([O:14][CH2:15][CH3:16])=[O:13], predict the reaction product. The product is: [F:1][C:2]([F:8])([F:7])[CH2:3][C:4]1[S:6][CH:10]=[C:11]([C:12]([O:14][CH2:15][CH3:16])=[O:13])[N:5]=1.